Dataset: Reaction yield outcomes from USPTO patents with 853,638 reactions. Task: Predict the reaction yield, written as a fraction of the theoretical maximum amount of product (1.0 means a 100% yield; for example, 0.34 means a 34% yield). (1) The reactants are [C:1]([O:5][C:6]([N:8]1[CH2:13][CH2:12][CH:11]([NH:14][CH2:15][CH2:16][C:17]([O:19]C)=O)[CH2:10][CH2:9]1)=[O:7])([CH3:4])([CH3:3])[CH3:2].C[Mg]Br.C(OCC)C. The catalyst is C1COCC1. The product is [C:1]([O:5][C:6]([N:8]1[CH2:13][CH2:12][CH:11]([N:14]2[CH2:15][CH2:16][C:17]2=[O:19])[CH2:10][CH2:9]1)=[O:7])([CH3:4])([CH3:3])[CH3:2]. The yield is 0.200. (2) The reactants are Cl.[OH:2][C:3]1[CH:4]=[C:5]([CH:8]=[C:9]([O:13][CH3:14])[C:10]=1[O:11][CH3:12])[CH:6]=O.[SH:15][CH2:16][C:17]1[CH:22]=[CH:21][CH:20]=[CH:19][C:18]=1[SH:23].C([O-])(O)=O.[Na+]. The catalyst is ClCCl. The product is [S:23]1[C:18]2[CH:19]=[CH:20][CH:21]=[CH:22][C:17]=2[CH2:16][S:15][CH:6]1[C:5]1[CH:8]=[C:9]([O:13][CH3:14])[C:10]([O:11][CH3:12])=[C:3]([OH:2])[CH:4]=1. The yield is 0.780.